This data is from Full USPTO retrosynthesis dataset with 1.9M reactions from patents (1976-2016). The task is: Predict the reactants needed to synthesize the given product. Given the product [NH2:17][C:2]1[C:11]2[C:6](=[CH:7][CH:8]=[C:9]([O:12][CH3:13])[N:10]=2)[N:5]=[CH:4][CH:3]=1, predict the reactants needed to synthesize it. The reactants are: Cl[C:2]1[C:11]2[C:6](=[CH:7][CH:8]=[C:9]([O:12][CH3:13])[N:10]=2)[N:5]=[CH:4][CH:3]=1.C([NH:17]C(C)C)(C)C.F[P-](F)(F)(F)(F)F.N1(OC(N(C)C)=[N+](C)C)C2N=CC=CC=2N=N1.